Predict the reaction yield, written as a fraction of the theoretical maximum amount of product (1.0 means a 100% yield; for example, 0.34 means a 34% yield). From a dataset of Reaction yield outcomes from USPTO patents with 853,638 reactions. The reactants are [NH2:1][C:2]1[S:3][CH:4]=[C:5]([C:7]([O:9][CH2:10][CH3:11])=[O:8])[N:6]=1.[O:12]1[C:16]2[CH:17]=[CH:18][C:19]([C:21]3[S:22][CH:23]=[C:24]([C:26](O)=[O:27])[N:25]=3)=[CH:20][C:15]=2[CH2:14][CH2:13]1.CN(C(ON1N=NC2C=CC=CC1=2)=[N+](C)C)C.F[P-](F)(F)(F)(F)F.CCN(C(C)C)C(C)C. The catalyst is C(Cl)Cl. The product is [O:12]1[C:16]2[CH:17]=[CH:18][C:19]([C:21]3[S:22][CH:23]=[C:24]([C:26]([NH:1][C:2]4[S:3][CH:4]=[C:5]([C:7]([O:9][CH2:10][CH3:11])=[O:8])[N:6]=4)=[O:27])[N:25]=3)=[CH:20][C:15]=2[CH2:14][CH2:13]1. The yield is 0.560.